This data is from TCR-epitope binding with 47,182 pairs between 192 epitopes and 23,139 TCRs. The task is: Binary Classification. Given a T-cell receptor sequence (or CDR3 region) and an epitope sequence, predict whether binding occurs between them. (1) The epitope is KRWIILGLNK. The TCR CDR3 sequence is CASSQDRMDRAGEQYF. Result: 1 (the TCR binds to the epitope). (2) The epitope is RQLLFVVEV. The TCR CDR3 sequence is CASSLTSGDYEQYF. Result: 1 (the TCR binds to the epitope).